This data is from Forward reaction prediction with 1.9M reactions from USPTO patents (1976-2016). The task is: Predict the product of the given reaction. (1) Given the reactants C[O:2][C:3]([C:5]1[N:10]=[CH:9][CH:8]=[CH:7][N:6]=1)=O.O.[NH2:12][NH2:13], predict the reaction product. The product is: [N:6]1[CH:7]=[CH:8][CH:9]=[N:10][C:5]=1[C:3]([NH:12][NH2:13])=[O:2]. (2) Given the reactants [NH2:1][C:2]1[O:6][N:5]=[C:4]([CH3:7])[C:3]=1[C:8]([NH2:10])=[O:9], predict the reaction product. The product is: [C:2]([NH:1][C:2]1[O:6][N:5]=[C:4]([CH3:7])[C:3]=1[C:8]([NH2:10])=[O:9])(=[O:6])[CH2:3][CH2:4][CH3:7].